Dataset: Reaction yield outcomes from USPTO patents with 853,638 reactions. Task: Predict the reaction yield, written as a fraction of the theoretical maximum amount of product (1.0 means a 100% yield; for example, 0.34 means a 34% yield). (1) The reactants are [C:1]([N:5]1[C:9]2[N:10]=[C:11]([NH:14][C:15](=[O:23])[C:16]3[CH:21]=[CH:20][C:19]([CH3:22])=[CH:18][CH:17]=3)[N:12]=[CH:13][C:8]=2[C:7](I)=[CH:6]1)([CH3:4])([CH3:3])[CH3:2].[CH3:25][N:26]([CH3:30])[CH2:27][CH2:28][NH2:29].CN([CH:34]=[O:35])C. The catalyst is CCOC(C)=O.Cl[Pd](Cl)([P](C1C=CC=CC=1)(C1C=CC=CC=1)C1C=CC=CC=1)[P](C1C=CC=CC=1)(C1C=CC=CC=1)C1C=CC=CC=1. The product is [CH3:25][N:26]([CH3:30])[CH2:27][CH2:28][NH:29][C:34]([C:7]1[C:8]2[CH:13]=[N:12][C:11]([NH:14][C:15](=[O:23])[C:16]3[CH:21]=[CH:20][C:19]([CH3:22])=[CH:18][CH:17]=3)=[N:10][C:9]=2[N:5]([C:1]([CH3:4])([CH3:3])[CH3:2])[CH:6]=1)=[O:35]. The yield is 0.260. (2) The reactants are [CH3:1][O:2][CH2:3][N:4]1[CH:8]=[C:7]([N+:9]([O-])=O)[N:6]=[N:5]1.[Cl-].[NH4+].CO. The catalyst is [Zn].O1CCCC1. The product is [CH3:1][O:2][CH2:3][N:4]1[CH:8]=[C:7]([NH2:9])[N:6]=[N:5]1. The yield is 0.796.